The task is: Predict the reaction yield, written as a fraction of the theoretical maximum amount of product (1.0 means a 100% yield; for example, 0.34 means a 34% yield).. This data is from Reaction yield outcomes from USPTO patents with 853,638 reactions. (1) The catalyst is [O-]CC.[Na+].CCOC(C)=O. The yield is 0.890. The product is [C:3]([C:2](=[C:10]([O:12][CH2:13][CH3:14])[CH3:11])[C:1]([O:7][CH2:8][CH3:9])=[O:6])(=[O:4])[CH3:5]. The reactants are [C:1]([O:7][CH2:8][CH3:9])(=[O:6])[CH2:2][C:3]([CH3:5])=[O:4].[CH2:10]([O:12][C:13](OCC)=[CH2:14])[CH3:11].CCO. (2) The reactants are CN(C)/C=C/[C:5](C1N(C(C)C)C(C)=NC=1)=[O:6].[CH3:17][C:18]1[N:22]([CH:23]([CH3:25])[CH3:24])[C:21]([C:26]2[CH:31]=[CH:30][N:29]=[C:28]([NH:32][C@H:33]3[CH2:38][CH2:37][C@H:36](NC(CC4CCN(C(OC(C)(C)C)=O)CC4)=O)[CH2:35][CH2:34]3)[N:27]=2)=[CH:20][N:19]=1.[Li+:56].[OH-:57]. The catalyst is COCCO.CCOC(C)=O.CO.O. The product is [Li+:56].[CH3:17][C:18]1[N:22]([CH:23]([CH3:24])[CH3:25])[C:21]([C:26]2[CH:31]=[CH:30][N:29]=[C:28]([NH:32][CH:33]3[CH2:34][CH2:35][CH:36]([C:5]([O-:6])=[O:57])[CH2:37][CH2:38]3)[N:27]=2)=[CH:20][N:19]=1. The yield is 0.490. (3) The reactants are [NH2:1][C:2]1[CH:10]=[CH:9][CH:8]=[C:7]2[C:3]=1[C:4](=[O:20])[N:5]([CH:12]1[CH2:17][CH2:16][C:15](=[O:18])[NH:14][C:13]1=[O:19])[C:6]2=[O:11].[O:21]1[CH:25]=[CH:24][CH:23]=[C:22]1[C:26](Cl)=[O:27]. The catalyst is C1COCC1. The product is [O:19]=[C:13]1[CH:12]([N:5]2[C:4](=[O:20])[C:3]3[C:7](=[CH:8][CH:9]=[CH:10][C:2]=3[NH:1][C:26]([C:22]3[O:21][CH:25]=[CH:24][CH:23]=3)=[O:27])[C:6]2=[O:11])[CH2:17][CH2:16][C:15](=[O:18])[NH:14]1. The yield is 0.880. (4) The reactants are [CH2:1]([C:3]1[C:11]([CH3:12])=[C:10]2[C:6]([C:7](=[O:13])[O:8][CH2:9]2)=[C:5]([O:14][CH2:15][CH2:16][Si:17]([CH3:20])([CH3:19])[CH3:18])[C:4]=1CC=O)[CH3:2].C1(P(C2C=CC=CC=2)(C2C=CC=CC=2)=C(CC)C=[O:33])C=CC=CC=1.[C:48]1([CH3:54])[CH:53]=[CH:52]C=[CH:50][CH:49]=1. No catalyst specified. The product is [CH2:49]([C:48](=[CH:53][CH2:52][C:4]1[C:5]([O:14][CH2:15][CH2:16][Si:17]([CH3:18])([CH3:20])[CH3:19])=[C:6]2[C:10](=[C:11]([CH3:12])[C:3]=1[CH2:1][CH3:2])[CH2:9][O:8][C:7]2=[O:13])[CH:54]=[O:33])[CH3:50]. The yield is 0.480. (5) The catalyst is CC#N. The yield is 0.700. The reactants are [O:1]=[C:2]1[CH2:7][NH:6][CH2:5][CH2:4][N:3]1[CH2:8][C:9]1[CH:14]=[CH:13][C:12]([C:15]#[N:16])=[CH:11][CH:10]=1.[Cl:17][C:18]1[CH:28]=[CH:27][C:21]([O:22][CH2:23][C:24](Cl)=[O:25])=[CH:20][CH:19]=1.CN1CCOCC1. The product is [Cl:17][C:18]1[CH:28]=[CH:27][C:21]([O:22][CH2:23][C:24]([N:6]2[CH2:5][CH2:4][N:3]([CH2:8][C:9]3[CH:14]=[CH:13][C:12]([C:15]#[N:16])=[CH:11][CH:10]=3)[C:2](=[O:1])[CH2:7]2)=[O:25])=[CH:20][CH:19]=1. (6) The reactants are [F:1][C:2]([F:7])([F:6])[C:3]([OH:5])=[O:4].C([NH:15][CH2:16][CH2:17][N:18]1[C:27]2[C:22]([C:23](=[O:29])[NH:24][C:25](=[O:28])[N:26]=2)=[N:21][C:20]2[CH:30]=[C:31]([CH3:35])[C:32]([CH3:34])=[CH:33][C:19]1=2)C1C=CC=CC=1. The catalyst is CCO.CO.[Pd]. The product is [F:1][C:2]([F:7])([F:6])[C:3]([OH:5])=[O:4].[NH2:15][CH2:16][CH2:17][N:18]1[C:27]2[C:22]([C:23](=[O:29])[NH:24][C:25](=[O:28])[N:26]=2)=[N:21][C:20]2[CH:30]=[C:31]([CH3:35])[C:32]([CH3:34])=[CH:33][C:19]1=2. The yield is 0.140. (7) The reactants are [CH2:1]([O:3][C:4](=[O:23])[C:5]1[CH:10]=[CH:9][C:8]([O:11][C:12]2[CH:17]=[CH:16][C:15](Br)=[C:14]([CH:19]=[O:20])[CH:13]=2)=[CH:7][C:6]=1[O:21][CH3:22])[CH3:2].[B:24]1([B:24]2[O:28][C:27]([CH3:30])([CH3:29])[C:26]([CH3:32])([CH3:31])[O:25]2)[O:28][C:27]([CH3:30])([CH3:29])[C:26]([CH3:32])([CH3:31])[O:25]1.C([O-])(=O)C.[K+]. The catalyst is O1CCOCC1.C1C=CC(P(C2C=CC=CC=2)[C-]2C=CC=C2)=CC=1.C1C=CC(P(C2C=CC=CC=2)[C-]2C=CC=C2)=CC=1.Cl[Pd]Cl.[Fe+2]. The product is [CH2:1]([O:3][C:4](=[O:23])[C:5]1[CH:10]=[CH:9][C:8]([O:11][C:12]2[CH:17]=[CH:16][C:15]([B:24]3[O:28][C:27]([CH3:30])([CH3:29])[C:26]([CH3:32])([CH3:31])[O:25]3)=[C:14]([CH:19]=[O:20])[CH:13]=2)=[CH:7][C:6]=1[O:21][CH3:22])[CH3:2]. The yield is 0.960. (8) The reactants are [C:1]([O:5][C:6](=[O:43])[CH2:7][N:8]([CH2:33][C:34]1[CH:42]=[CH:41][C:37]([C:38]([OH:40])=[O:39])=[CH:36][CH:35]=1)[C:9](=[O:32])[C:10]1[CH:15]=[CH:14][C:13]([NH:16][C:17](=[O:31])[CH2:18][C:19]2[CH:24]=[CH:23][C:22]([O:25][CH3:26])=[CH:21][C:20]=2[C:27]([F:30])([F:29])[F:28])=[CH:12][CH:11]=1)([CH3:4])([CH3:3])[CH3:2].Br[CH2:45][C:46]([C:48]1[CH:53]=[CH:52][C:51]([C:54]2[CH:59]=[CH:58][C:57]([CH3:60])=[CH:56][CH:55]=2)=[CH:50][CH:49]=1)=[O:47].CCN(C(C)C)C(C)C. The catalyst is C(#N)C. The product is [C:1]([O:5][C:6](=[O:43])[CH2:7][N:8]([CH2:33][C:34]1[CH:42]=[CH:41][C:37]([C:38]([O:40][CH2:45][C:46]([C:48]2[CH:53]=[CH:52][C:51]([C:54]3[CH:59]=[CH:58][C:57]([CH3:60])=[CH:56][CH:55]=3)=[CH:50][CH:49]=2)=[O:47])=[O:39])=[CH:36][CH:35]=1)[C:9](=[O:32])[C:10]1[CH:11]=[CH:12][C:13]([NH:16][C:17](=[O:31])[CH2:18][C:19]2[CH:24]=[CH:23][C:22]([O:25][CH3:26])=[CH:21][C:20]=2[C:27]([F:28])([F:29])[F:30])=[CH:14][CH:15]=1)([CH3:4])([CH3:2])[CH3:3]. The yield is 0.910.